Task: Predict the reaction yield, written as a fraction of the theoretical maximum amount of product (1.0 means a 100% yield; for example, 0.34 means a 34% yield).. Dataset: Reaction yield outcomes from USPTO patents with 853,638 reactions (1) The reactants are C[O:2][C:3](=[O:36])[CH:4]([CH2:24][CH:25]=[CH:26][CH2:27][P:28]([O:33][CH2:34][CH3:35])([O:30][CH2:31][CH3:32])=[O:29])[CH2:5][C:6]([CH3:23])=[CH:7][CH2:8][C:9]1[C:10]([OH:22])=[C:11]2[C:15](=[C:16]([CH3:20])[C:17]=1[O:18][CH3:19])[CH2:14][O:13][C:12]2=[O:21].[OH-].[Li+]. The catalyst is C1COCC1.O. The product is [CH2:31]([O:30][P:28]([CH2:27][CH:26]=[CH:25][CH2:24][CH:4]([CH2:5][C:6]([CH3:23])=[CH:7][CH2:8][C:9]1[C:10]([OH:22])=[C:11]2[C:15](=[C:16]([CH3:20])[C:17]=1[O:18][CH3:19])[CH2:14][O:13][C:12]2=[O:21])[C:3]([OH:36])=[O:2])([O:33][CH2:34][CH3:35])=[O:29])[CH3:32]. The yield is 1.00. (2) The reactants are NC[C:3]1[C:8](C2C=CC=CC=2)=[CH:7][CH:6]=C[C:4]=1[OH:15].[NH2:16][CH2:17][C:18]1[CH:23]=[CH:22][C:21]([C:24]2[CH:29]=[CH:28][CH:27]=[CH:26][CH:25]=2)=[CH:20][C:19]=1[OH:30].C(Cl)(=O)CCCC.C(N(C(C)C)C(C)C)C. The catalyst is C(Cl)Cl. The product is [OH:30][C:19]1[CH:20]=[C:21]([C:24]2[CH:29]=[CH:28][CH:27]=[CH:26][CH:25]=2)[CH:22]=[CH:23][C:18]=1[CH2:17][NH:16][C:4](=[O:15])[CH2:3][CH2:8][CH2:7][CH3:6]. The yield is 0.240. (3) The reactants are [F:1][C:2]1[N:10]=[C:9]2[C:5]([N:6]=[C:7]([CH2:11][C:12]3[C:20]([I:21])=[CH:19][C:15]4[O:16][CH2:17][O:18][C:14]=4[CH:13]=3)[NH:8]2)=[C:4]([NH2:22])[N:3]=1.Br[CH2:24][CH2:25][CH2:26][NH:27][C:28](=[O:34])[O:29][C:30]([CH3:33])([CH3:32])[CH3:31].C([O-])([O-])=O.[Cs+].[Cs+]. The catalyst is CN(C=O)C. The product is [NH2:22][C:4]1[N:3]=[C:2]([F:1])[N:10]=[C:9]2[C:5]=1[N:6]=[C:7]([CH2:11][C:12]1[C:20]([I:21])=[CH:19][C:15]3[O:16][CH2:17][O:18][C:14]=3[CH:13]=1)[N:8]2[CH2:24][CH2:25][CH2:26][NH:27][C:28](=[O:34])[O:29][C:30]([CH3:33])([CH3:32])[CH3:31]. The yield is 0.660.